This data is from Catalyst prediction with 721,799 reactions and 888 catalyst types from USPTO. The task is: Predict which catalyst facilitates the given reaction. (1) Reactant: [CH:1]1([CH2:4][O:5][CH2:6][CH2:7][N:8]2[C:12]3[CH:13]=[CH:14][CH:15]=[CH:16][C:11]=3[N:10]=[C:9]2[N:17]2[CH2:23][CH2:22][CH2:21][NH:20][CH2:19][CH2:18]2)[CH2:3][CH2:2]1.[CH3:24][O:25][C:26]1[CH:31]=[CH:30][C:29]([N:32]2[CH:36]=[N:35][N:34]=[N:33]2)=[CH:28][C:27]=1[C:37]([N:39]1[CH2:43][CH2:42][C@:41]([CH2:50][CH2:51]OS(C)(=O)=O)([C:44]2[CH:49]=[CH:48][CH:47]=[CH:46][CH:45]=2)[CH2:40]1)=[O:38].C(N(CC)CC)C.[I-].[Na+]. Product: [CH:1]1([CH2:4][O:5][CH2:6][CH2:7][N:8]2[C:12]3[CH:13]=[CH:14][CH:15]=[CH:16][C:11]=3[N:10]=[C:9]2[N:17]2[CH2:23][CH2:22][CH2:21][N:20]([CH2:51][CH2:50][C@:41]3([C:44]4[CH:49]=[CH:48][CH:47]=[CH:46][CH:45]=4)[CH2:42][CH2:43][N:39]([C:37]([C:27]4[CH:28]=[C:29]([N:32]5[CH:36]=[N:35][N:34]=[N:33]5)[CH:30]=[CH:31][C:26]=4[O:25][CH3:24])=[O:38])[CH2:40]3)[CH2:19][CH2:18]2)[CH2:2][CH2:3]1. The catalyst class is: 10. (2) Reactant: C(N(CC)CC)C.Br[CH2:9][C:10]1[CH:15]=[CH:14][N:13]=[C:12]([NH:16][C:17]([O:19][C:20]([CH3:23])([CH3:22])[CH3:21])=[O:18])[CH:11]=1.[SH:24][C:25]1[N:33]=[CH:32][CH:31]=[CH:30][C:26]=1[C:27]([OH:29])=[O:28].C(OCC)(=O)C. Product: [C:20]([O:19][C:17]([NH:16][C:12]1[CH:11]=[C:10]([CH2:9][S:24][C:25]2[C:26]([C:27]([OH:29])=[O:28])=[CH:30][CH:31]=[CH:32][N:33]=2)[CH:15]=[CH:14][N:13]=1)=[O:18])([CH3:23])([CH3:22])[CH3:21]. The catalyst class is: 9. (3) The catalyst class is: 215. Product: [Br:17][C:13]1[CH:14]=[CH:15][CH:16]=[C:11]([O:7][C:1]2[CH:6]=[CH:5][CH:4]=[CH:3][CH:2]=2)[CH:12]=1. Reactant: [C:1]1([OH:7])[CH:6]=[CH:5][CH:4]=[CH:3][CH:2]=1.[H-].[Na+].Br[C:11]1[CH:16]=[CH:15][CH:14]=[C:13]([Br:17])[CH:12]=1. (4) Reactant: [NH2:1][C:2]1[N:25]=[C:5]2[CH:6]=[CH:7][C:8]([O:10][C:11]3[CH:12]=[C:13]([NH:17]C(=O)OC(C)(C)C)[CH:14]=[CH:15][CH:16]=3)=[CH:9][N:4]2[N:3]=1.[CH:26]1([C:29](Cl)=[O:30])[CH2:28][CH2:27]1. Product: [NH2:17][C:13]1[CH:12]=[C:11]([CH:16]=[CH:15][CH:14]=1)[O:10][C:8]1[CH:7]=[CH:6][C:5]2[N:4]([N:3]=[C:2]([NH:1][C:29]([CH:26]3[CH2:28][CH2:27]3)=[O:30])[N:25]=2)[CH:9]=1. The catalyst class is: 395. (5) The catalyst class is: 7. Reactant: [C:1]([O:5][C:6](=[O:24])[CH2:7][C:8]1[CH:9]=[N:10][C:11]([NH:17][C:18](=[O:23])[C:19]([CH3:22])([CH3:21])[CH3:20])=[CH:12][C:13]=1[CH2:14][CH2:15]Br)([CH3:4])([CH3:3])[CH3:2].C([N-]C(C)C)(C)C.[Li+].C(NC(C)C)(C)C.C([Li])CCC. Product: [CH3:20][C:19]([CH3:22])([CH3:21])[C:18]([NH:17][C:11]1[N:10]=[CH:9][C:8]2[CH:7]([C:6]([O:5][C:1]([CH3:4])([CH3:3])[CH3:2])=[O:24])[CH2:15][CH2:14][C:13]=2[CH:12]=1)=[O:23]. (6) Product: [Cl:14][C:15]1[C:19]([N:20]([CH2:21][C:22]#[CH:23])[C:4](=[O:5])[CH:3]([S:2][CH3:1])[CH3:7])=[CH:18][N:17]([C:24]2[CH:25]=[N:26][CH:27]=[CH:28][CH:29]=2)[N:16]=1. Reactant: [CH3:1][S:2][CH:3]([CH3:7])[C:4](O)=[O:5].C(Cl)(=O)C(Cl)=O.[Cl:14][C:15]1[C:19]([NH:20][CH2:21][C:22]#[CH:23])=[CH:18][N:17]([C:24]2[CH:25]=[N:26][CH:27]=[CH:28][CH:29]=2)[N:16]=1.C(N(C(C)C)C(C)C)C. The catalyst class is: 59. (7) Reactant: C[O-].[Na+].C([O:12][CH2:13][C:14]1[CH:19]=[CH:18][C:17]([Cl:20])=[CH:16][N:15]=1)(=O)C1C=CC=CC=1. Product: [Cl:20][C:17]1[CH:18]=[CH:19][C:14]([CH2:13][OH:12])=[N:15][CH:16]=1. The catalyst class is: 5.